This data is from Full USPTO retrosynthesis dataset with 1.9M reactions from patents (1976-2016). The task is: Predict the reactants needed to synthesize the given product. (1) Given the product [NH2:18][C:10]1[O:11][C@H:12]([C:14]([F:17])([F:15])[F:16])[CH2:13][C@:8]([C:4]2[CH:3]=[C:2]([NH:1][C:28](=[O:29])[C:25]3[CH:24]=[CH:23][C:22]([Cl:21])=[CH:27][N:26]=3)[CH:7]=[CH:6][CH:5]=2)([CH2:19][F:20])[N:9]=1, predict the reactants needed to synthesize it. The reactants are: [NH2:1][C:2]1[CH:3]=[C:4]([C@:8]2([CH2:19][F:20])[CH2:13][C@@H:12]([C:14]([F:17])([F:16])[F:15])[O:11][C:10]([NH2:18])=[N:9]2)[CH:5]=[CH:6][CH:7]=1.[Cl:21][C:22]1[CH:23]=[CH:24][C:25]([C:28](O)=[O:29])=[N:26][CH:27]=1.[Cl-].COC1N=C(OC)N=C([N+]2(C)CCOCC2)N=1. (2) Given the product [CH3:23][O:22][C:19]1[CH:20]=[C:21]2[C:16](=[CH:17][CH:18]=1)[NH:15][C:14](=[O:24])[C@:13]12[CH2:12][C@H:11]1[C:7]1[CH:6]=[C:5]2[C:10]([C:2]([C:26]#[C:25][C:27]3[CH:34]=[CH:33][C:30]([CH:31]=[O:32])=[CH:29][CH:28]=3)=[N:3][NH:4]2)=[CH:9][CH:8]=1, predict the reactants needed to synthesize it. The reactants are: I[C:2]1[C:10]2[C:5](=[CH:6][C:7]([C@H:11]3[C@@:13]4([C:21]5[C:16](=[CH:17][CH:18]=[C:19]([O:22][CH3:23])[CH:20]=5)[NH:15][C:14]4=[O:24])[CH2:12]3)=[CH:8][CH:9]=2)[NH:4][N:3]=1.[C:25]([C:27]1[CH:34]=[CH:33][C:30]([CH:31]=[O:32])=[CH:29][CH:28]=1)#[CH:26].CN(C=O)C.